This data is from Full USPTO retrosynthesis dataset with 1.9M reactions from patents (1976-2016). The task is: Predict the reactants needed to synthesize the given product. Given the product [Cl:1][C:2]1[CH:3]=[CH:4][C:5]([O:11][CH3:12])=[C:6]([CH2:14][C:15]2[N:20]=[C:19]([C:21]([O:23][CH2:24][CH3:25])=[O:22])[CH:18]=[CH:17][CH:16]=2)[CH:7]=1, predict the reactants needed to synthesize it. The reactants are: [Cl:1][C:2]1[CH:3]=[CH:4][C:5]([O:11][CH3:12])=[C:6](B(O)O)[CH:7]=1.Cl[CH2:14][C:15]1[N:20]=[C:19]([C:21]([O:23][CH3:24])=[O:22])[CH:18]=[CH:17][CH:16]=1.[C:25](=O)([O-])[O-].[K+].[K+].C(O)C.C1(C)C=CC=CC=1.